Dataset: Forward reaction prediction with 1.9M reactions from USPTO patents (1976-2016). Task: Predict the product of the given reaction. Given the reactants [OH:1][C:2]1[C:3]([C:12]([OH:14])=[O:13])=[CH:4][C:5]2[C:10]([CH:11]=1)=[CH:9][CH:8]=[CH:7][CH:6]=2.[C:15](OC(=O)C)(=[O:17])[CH3:16], predict the reaction product. The product is: [C:15]([O:1][C:2]1[C:3]([C:12]([OH:14])=[O:13])=[CH:4][C:5]2[C:10]([CH:11]=1)=[CH:9][CH:8]=[CH:7][CH:6]=2)(=[O:17])[CH3:16].